Task: Predict the product of the given reaction.. Dataset: Forward reaction prediction with 1.9M reactions from USPTO patents (1976-2016) Given the reactants [C:1]([C:5]1[CH:6]=[C:7]([CH:12]=[CH:13][C:14]=1[OH:15])[C:8]([O:10][CH3:11])=[O:9])([CH3:4])([CH3:3])[CH3:2].C(Cl)Cl.[S:19](O[S:19]([C:22]([F:25])([F:24])[F:23])(=[O:21])=[O:20])([C:22]([F:25])([F:24])[F:23])(=[O:21])=[O:20], predict the reaction product. The product is: [C:1]([C:5]1[CH:6]=[C:7]([CH:12]=[CH:13][C:14]=1[O:15][S:19]([C:22]([F:25])([F:24])[F:23])(=[O:21])=[O:20])[C:8]([O:10][CH3:11])=[O:9])([CH3:4])([CH3:2])[CH3:3].